Dataset: Reaction yield outcomes from USPTO patents with 853,638 reactions. Task: Predict the reaction yield, written as a fraction of the theoretical maximum amount of product (1.0 means a 100% yield; for example, 0.34 means a 34% yield). The reactants are [CH3:1][O:2][C:3](=[O:28])[CH2:4][O:5][C:6]1[CH:11]=[CH:10][C:9]([NH:12][C:13](=[O:27])[CH2:14][CH2:15][CH2:16][CH2:17][CH2:18][O:19]CC2C=CC=CC=2)=[CH:8][CH:7]=1. The catalyst is CO.CN(C)C=O.[Pd]. The product is [CH3:1][O:2][C:3](=[O:28])[CH2:4][O:5][C:6]1[CH:11]=[CH:10][C:9]([NH:12][C:13](=[O:27])[CH2:14][CH2:15][CH2:16][CH2:17][CH2:18][OH:19])=[CH:8][CH:7]=1. The yield is 0.244.